This data is from Full USPTO retrosynthesis dataset with 1.9M reactions from patents (1976-2016). The task is: Predict the reactants needed to synthesize the given product. (1) Given the product [C:1]([O:4][CH2:5][CH2:6][CH2:7][N:8]1[C:13](=[O:14])[C:12]2[N:15]([CH2:19][C:20]3[CH:25]=[CH:24][C:23]([Cl:26])=[CH:22][CH:21]=3)[CH:16]=[C:17]([CH3:29])[C:11]=2[N:10]([CH3:27])[C:9]1=[O:28])(=[O:3])[CH3:2], predict the reactants needed to synthesize it. The reactants are: [C:1]([O:4][CH2:5][CH2:6][CH2:7][N:8]1[C:13](=[O:14])[C:12]2[N:15]([CH2:19][C:20]3[CH:25]=[CH:24][C:23]([Cl:26])=[CH:22][CH:21]=3)[CH:16]=[C:17](Br)[C:11]=2[N:10]([CH3:27])[C:9]1=[O:28])(=[O:3])[CH3:2].[CH3:29][Sn](C)(C)C. (2) Given the product [N:24]1[CH:23]=[CH:28][CH:27]=[C:26]([O:1][CH2:2][CH2:3][N:4]([CH2:17][C:18]([F:19])([F:20])[F:21])[C:5]2[CH:12]=[CH:11][C:8]([C:9]#[N:10])=[C:7]([C:13]([F:15])([F:16])[F:14])[CH:6]=2)[N:25]=1, predict the reactants needed to synthesize it. The reactants are: [OH:1][CH2:2][CH2:3][N:4]([CH2:17][C:18]([F:21])([F:20])[F:19])[C:5]1[CH:12]=[CH:11][C:8]([C:9]#[N:10])=[C:7]([C:13]([F:16])([F:15])[F:14])[CH:6]=1.O[C:23]1[N:24]=[N:25][CH:26]=[CH:27][CH:28]=1. (3) Given the product [CH3:23][CH:22]([S:19]([NH:18][CH2:17][CH:16]([C:13]1[CH:14]=[CH:15][C:10]([C:7]2[CH:6]=[CH:5][C:4]([CH2:3][CH2:2][NH:1][S:34]([CH3:33])(=[O:36])=[O:35])=[CH:9][CH:8]=2)=[CH:11][CH:12]=1)[CH3:25])(=[O:21])=[O:20])[CH3:24], predict the reactants needed to synthesize it. The reactants are: [NH2:1][CH2:2][CH2:3][C:4]1[CH:9]=[CH:8][C:7]([C:10]2[CH:15]=[CH:14][C:13]([CH:16]([CH3:25])[CH2:17][NH:18][S:19]([CH:22]([CH3:24])[CH3:23])(=[O:21])=[O:20])=[CH:12][CH:11]=2)=[CH:6][CH:5]=1.C(N(CC)CC)C.[CH3:33][S:34](Cl)(=[O:36])=[O:35].C(OCC)(=O)C.CCCCCC. (4) Given the product [CH3:27][O:28][C:29]1[N:34]=[C:33](/[CH:35]=[CH:36]/[C:37]2[N:55]=[C:40]3[C@H:41]([C:45]4[CH:50]=[CH:49][CH:48]=[CH:47][C:46]=4[C:51]([F:54])([F:53])[F:52])[CH2:42][CH2:43][CH2:44][N:39]3[N:38]=2)[CH:32]=[CH:31][C:30]=1[N:56]1[CH:60]=[C:59]([CH3:61])[N:58]=[CH:57]1, predict the reactants needed to synthesize it. The reactants are: C(O[C@@H]([C@H](OC(=O)C1C=CC=CC=1)C(O)=O)C(O)=O)(=O)C1C=CC=CC=1.[CH3:27][O:28][C:29]1[N:34]=[C:33](/[CH:35]=[CH:36]/[C:37]2[N:55]=[C:40]3[C@H:41]([C:45]4[CH:50]=[CH:49][CH:48]=[CH:47][C:46]=4[C:51]([F:54])([F:53])[F:52])[CH2:42][CH2:43][CH2:44][N:39]3[N:38]=2)[CH:32]=[CH:31][C:30]=1[N:56]1[CH:60]=[C:59]([CH3:61])[N:58]=[CH:57]1.Cl. (5) Given the product [CH3:12][O:13][C:14]1[CH:15]=[C:16](/[C:17](=[CH:8]/[C:7]2[CH:10]=[CH:11][C:4]([N+:1]([O-:3])=[O:2])=[CH:5][CH:6]=2)/[C:18]#[N:19])[CH:20]=[CH:21][C:22]=1[O:23][CH3:24], predict the reactants needed to synthesize it. The reactants are: [N+:1]([C:4]1[CH:11]=[CH:10][C:7]([CH:8]=O)=[CH:6][CH:5]=1)([O-:3])=[O:2].[CH3:12][O:13][C:14]1[CH:15]=[C:16]([CH:20]=[CH:21][C:22]=1[O:23][CH3:24])[CH2:17][C:18]#[N:19].